Dataset: Cav3 T-type calcium channel HTS with 100,875 compounds. Task: Binary Classification. Given a drug SMILES string, predict its activity (active/inactive) in a high-throughput screening assay against a specified biological target. (1) The drug is O=C1N(C(=O)C2C1(C2(c1ccccc1)c1ccccc1)c1ccccc1)c1ccc(cc1)C. The result is 0 (inactive). (2) The result is 0 (inactive). The molecule is S(c1n(CCOC)c2ncccc2n1)CC(=O)NCc1occc1. (3) The drug is O1C2N(c3c(C1)cccc3)C(=O)c1c2ccc(OC)c1OC. The result is 0 (inactive). (4) The molecule is S(CC(=O)c1c(n(c(c1)C)CCOC)C)c1nc2c(cc1)cccc2. The result is 0 (inactive). (5) The molecule is O=c1c(CCC)c([nH]c2c1cccc2)C. The result is 0 (inactive).